Dataset: Forward reaction prediction with 1.9M reactions from USPTO patents (1976-2016). Task: Predict the product of the given reaction. (1) Given the reactants F[C:2]1[CH:29]=[CH:28][CH:27]=[CH:26][C:3]=1[CH2:4][N:5]1[C:10](=[O:11])[CH:9]=[CH:8][C:7]([C:12]2C3C(=CC=CC=3)N(CC(O)=O)C=2C)=[CH:6]1.[CH3:30][C:31]1[N:32]([CH2:40][C:41]([O:43]C)=[O:42])[C:33]2[C:38]([CH:39]=1)=[CH:37][CH:36]=[CH:35][CH:34]=2.[Li+].[OH-], predict the reaction product. The product is: [CH2:4]([N:5]1[C:10](=[O:11])[CH:9]=[CH:8][C:7]([CH2:12][C:39]2[C:38]3[C:33](=[CH:34][CH:35]=[CH:36][CH:37]=3)[N:32]([CH2:40][C:41]([OH:43])=[O:42])[C:31]=2[CH3:30])=[CH:6]1)[C:3]1[CH:26]=[CH:27][CH:28]=[CH:29][CH:2]=1. (2) The product is: [C:2]([C:3]1[S:17][C:18](=[NH:19])[N:16]([CH2:15][CH2:14][N:11]2[CH2:12][CH2:13][O:8][CH2:9][CH2:10]2)[CH:4]=1)([CH3:7])([CH3:6])[CH3:1]. Given the reactants [CH3:1][C:2]([CH3:7])([CH3:6])[CH2:3][CH:4]=O.[O:8]1[CH2:13][CH2:12][N:11]([CH2:14][CH2:15][NH2:16])[CH2:10][CH2:9]1.[S-:17][C:18]#[N:19].[K+].II, predict the reaction product. (3) Given the reactants [NH2:1][C:2]1[CH:3]=[CH:4][CH:5]=[C:6]2[C:11]=1[CH:10]=[C:9]([OH:12])[CH:8]=[CH:7]2.[C:13](OC(=O)C)(=[O:15])[CH3:14], predict the reaction product. The product is: [OH:12][C:9]1[CH:10]=[C:11]2[C:6]([CH:5]=[CH:4][CH:3]=[C:2]2[NH:1][C:13](=[O:15])[CH3:14])=[CH:7][CH:8]=1. (4) Given the reactants [C:1]([CH2:4][C:5]1[CH:10]=[CH:9][C:8]([CH2:11][C:12](O)=[O:13])=[CH:7][CH:6]=1)(O)=[O:2].CSC.B, predict the reaction product. The product is: [OH:2][CH2:1][CH2:4][C:5]1[CH:10]=[CH:9][C:8]([CH2:11][CH2:12][OH:13])=[CH:7][CH:6]=1. (5) Given the reactants [C:1]([C:4]1[C:9]([NH:10][C:11]([C:13]2[N:14]=[C:15]([NH:18][CH:19]([CH3:21])[CH3:20])[O:16][CH:17]=2)=O)=[C:8]([Cl:22])[C:7]([O:23][CH3:24])=[CH:6][CH:5]=1)(=[O:3])[CH3:2].[H-].[Na+].C1COCC1.Cl, predict the reaction product. The product is: [Cl:22][C:8]1[C:7]([O:23][CH3:24])=[CH:6][CH:5]=[C:4]2[C:9]=1[N:10]=[C:11]([C:13]1[N:14]=[C:15]([NH:18][CH:19]([CH3:21])[CH3:20])[O:16][CH:17]=1)[CH:2]=[C:1]2[OH:3]. (6) Given the reactants [Cl:1][C:2]1[CH:9]=[C:8]([OH:10])[CH:7]=[C:6]([Cl:11])[C:3]=1[CH:4]=[O:5].[F:12][C:13]([F:26])([F:25])[S:14](O[S:14]([C:13]([F:26])([F:25])[F:12])(=[O:16])=[O:15])(=[O:16])=[O:15], predict the reaction product. The product is: [F:12][C:13]([F:26])([F:25])[S:14]([O:10][C:8]1[CH:9]=[C:2]([Cl:1])[C:3]([CH:4]=[O:5])=[C:6]([Cl:11])[CH:7]=1)(=[O:16])=[O:15].